From a dataset of Full USPTO retrosynthesis dataset with 1.9M reactions from patents (1976-2016). Predict the reactants needed to synthesize the given product. (1) The reactants are: [CH:1]1([B-](F)(F)F)[CH2:3][CH2:2]1.[K+].P([O-])([O-])([O-])=O.[K+].[K+].[K+].Br[C:18]1[CH:25]=[C:24]([Cl:26])[CH:23]=[CH:22][C:19]=1[CH:20]=[O:21].C1(P(C2CCCCC2)C2C=CC=CC=2C2C(OC(C)C)=CC=CC=2OC(C)C)CCCCC1. Given the product [Cl:26][C:24]1[CH:23]=[CH:22][C:19]([CH:20]=[O:21])=[C:18]([CH:1]2[CH2:3][CH2:2]2)[CH:25]=1, predict the reactants needed to synthesize it. (2) Given the product [Cl:18][C:19]1[CH:28]=[C:27]2[C:22]([CH:23]=[CH:24][C:25]([CH:29]=[CH:30][C:31]3[CH:32]=[C:33]([C@H:37]([S:41][CH2:42][CH2:43][CH2:44][C:45]4[CH:50]=[CH:49][CH:48]=[CH:47][C:46]=4[C:51]([O:53][CH3:54])=[O:52])[C:38]4([CH2:15][C:14]([OH:17])=[O:16])[CH2:40][CH2:39]4)[CH:34]=[CH:35][CH:36]=3)=[N:26]2)=[CH:21][CH:20]=1, predict the reactants needed to synthesize it. The reactants are: C1(NC2CCCCC2)CCCCC1.[C:14]([OH:17])(=[O:16])[CH3:15].[Cl:18][C:19]1[CH:28]=[C:27]2[C:22]([CH:23]=[CH:24][C:25]([CH:29]=[CH:30][C:31]3[CH:32]=[C:33]([C@H:37]([S:41][CH2:42][CH2:43][CH2:44][C:45]4[CH:50]=[CH:49][CH:48]=[CH:47][C:46]=4[C:51]([O:53][CH3:54])=[O:52])[CH:38]4[CH2:40][CH2:39]4)[CH:34]=[CH:35][CH:36]=3)=[N:26]2)=[CH:21][CH:20]=1.C(O)(=O)C.O. (3) Given the product [OH:6][C@H:5]([CH2:4][OH:3])[CH2:7][O:8][NH:9][C:10]([C:12]1[N:20]([CH2:21][C:22]2[CH:27]=[CH:26][C:25]([I:28])=[CH:24][C:23]=2[F:29])[C:15]2=[CH:16][N:17]=[CH:18][CH:19]=[C:14]2[CH:13]=1)=[O:11], predict the reactants needed to synthesize it. The reactants are: CC1(C)[O:6][C@@H:5]([CH2:7][O:8][NH:9][C:10]([C:12]2[N:20]([CH2:21][C:22]3[CH:27]=[CH:26][C:25]([I:28])=[CH:24][C:23]=3[F:29])[C:15]3=[CH:16][N:17]=[CH:18][CH:19]=[C:14]3[CH:13]=2)=[O:11])[CH2:4][O:3]1.Cl. (4) The reactants are: [N:1]1([C:7]2[CH:12]=[CH:11][C:10]([N:13]3[CH:22]=[CH:21][C:20]4[C:15](=[CH:16][CH:17]=[CH:18][CH:19]=4)[C:14]3=[O:23])=[CH:9][CH:8]=2)[CH2:6][CH2:5][NH:4][CH2:3][CH2:2]1.CC1C=CC(S(O[CH2:35][CH2:36][CH2:37][CH2:38][C:39]2[C:47]3[C:42](=[CH:43][CH:44]=[C:45]([C:48]#[N:49])[CH:46]=3)[NH:41][CH:40]=2)(=O)=O)=CC=1.C(=O)([O-])[O-].[K+].[K+].[I-].[K+]. Given the product [O:23]=[C:14]1[C:15]2[C:20](=[CH:19][CH:18]=[CH:17][CH:16]=2)[CH:21]=[CH:22][N:13]1[C:10]1[CH:9]=[CH:8][C:7]([N:1]2[CH2:6][CH2:5][N:4]([CH2:35][CH2:36][CH2:37][CH2:38][C:39]3[C:47]4[C:42](=[CH:43][CH:44]=[C:45]([C:48]#[N:49])[CH:46]=4)[NH:41][CH:40]=3)[CH2:3][CH2:2]2)=[CH:12][CH:11]=1, predict the reactants needed to synthesize it. (5) Given the product [CH2:6]([N:9]([C:2]([O:4][CH3:5])=[O:3])[C:10]1[CH:15]=[CH:14][C:13]([C:16]2([C:19]([OH:21])=[O:20])[CH2:17][CH2:18]2)=[CH:12][CH:11]=1)[CH:7]=[CH2:8], predict the reactants needed to synthesize it. The reactants are: Cl[C:2]([O:4][CH3:5])=[O:3].[CH2:6]([NH:9][C:10]1[CH:15]=[CH:14][C:13]([C:16]2([C:19]([O:21]C(C)(C)C)=[O:20])[CH2:18][CH2:17]2)=[CH:12][CH:11]=1)[CH:7]=[CH2:8].C(N(CC)CC)C.C(#N)C.